Dataset: Forward reaction prediction with 1.9M reactions from USPTO patents (1976-2016). Task: Predict the product of the given reaction. The product is: [Br:1][C:2]1[CH:3]=[C:4]([C:8]2([C:9]3[CH:11]=[CH:12][C:13]4[O:18][CH2:17][CH2:16][O:15][C:14]=4[CH:19]=3)[NH:26][C:24](=[S:25])[N:23]([CH3:30])[C:22]2=[O:27])[CH:5]=[CH:6][CH:7]=1. Given the reactants [Br:1][C:2]1[CH:3]=[C:4]([C:8](=O)[C:9]([C:11]2C=[CH:19][C:14]3[O:15][CH2:16][CH2:17][O:18][C:13]=3[CH:12]=2)=O)[CH:5]=[CH:6][CH:7]=1.[CH3:22][NH:23][C:24]([NH2:26])=[S:25].[OH-:27].[K+].Cl.[CH3:30]S(C)=O, predict the reaction product.